This data is from Forward reaction prediction with 1.9M reactions from USPTO patents (1976-2016). The task is: Predict the product of the given reaction. (1) Given the reactants [CH:1]1([N:7]2[CH2:13][C:12]([F:15])([F:14])[C:11](=[O:16])[N:10]([CH3:17])[C:9]3[CH:18]=[N:19][C:20]([NH:22][C:23]4[CH:31]=[CH:30][C:26]([C:27]([OH:29])=O)=[CH:25][C:24]=4[O:32][CH3:33])=[N:21][C:8]2=3)[CH2:6][CH2:5][CH2:4][CH2:3][CH2:2]1.CN(C(ON1N=NC2C=CC=NC1=2)=[N+](C)C)C.F[P-](F)(F)(F)(F)F.[CH3:58][N:59]1[CH2:64][CH2:63][CH2:62][C@H:61]([NH2:65])[CH2:60]1, predict the reaction product. The product is: [CH:1]1([N:7]2[CH2:13][C:12]([F:14])([F:15])[C:11](=[O:16])[N:10]([CH3:17])[C:9]3[CH:18]=[N:19][C:20]([NH:22][C:23]4[CH:31]=[CH:30][C:26]([C:27]([NH:65][C@H:61]5[CH2:62][CH2:63][CH2:64][N:59]([CH3:58])[CH2:60]5)=[O:29])=[CH:25][C:24]=4[O:32][CH3:33])=[N:21][C:8]2=3)[CH2:6][CH2:5][CH2:4][CH2:3][CH2:2]1. (2) Given the reactants C([O:5][N:6]=[C:7]1[C:16]2[C:11](=[CH:12][CH:13]=[C:14]([OH:17])[CH:15]=2)[O:10][C:9]([C:18]2[N:23]=[CH:22][N:21]3[CH:24]=[CH:25][CH:26]=[C:20]3[CH:19]=2)=[CH:8]1)(C)(C)C.Cl[CH2:28][CH2:29][O:30][C:31]1[CH:32]=[N:33][CH:34]=[CH:35][CH:36]=1, predict the reaction product. The product is: [N:33]1[CH:34]=[CH:35][CH:36]=[C:31]([O:30][CH2:29][CH2:28][O:17][C:14]2[CH:15]=[C:16]3[C:11](=[CH:12][CH:13]=2)[O:10][C:9]([C:18]2[N:23]=[CH:22][N:21]4[CH:24]=[CH:25][CH:26]=[C:20]4[CH:19]=2)=[CH:8][C:7]3=[N:6][OH:5])[CH:32]=1. (3) Given the reactants [F:1][C:2]1[CH:3]=[C:4]2[C:9](=[CH:10][CH:11]=1)[N:8]=[C:7]([O:12][CH3:13])[C:6]([NH:14][C:15](=[O:19])OCC)=[N:5]2.[Cl:20][C:21]1[CH:26]=[CH:25][C:24]([N:27]2[CH2:32][CH2:31][NH:30][CH2:29][CH2:28]2)=[CH:23][CH:22]=1, predict the reaction product. The product is: [F:1][C:2]1[CH:3]=[C:4]2[C:9](=[CH:10][CH:11]=1)[N:8]=[C:7]([O:12][CH3:13])[C:6]([NH:14][C:15]([N:30]1[CH2:29][CH2:28][N:27]([C:24]3[CH:23]=[CH:22][C:21]([Cl:20])=[CH:26][CH:25]=3)[CH2:32][CH2:31]1)=[O:19])=[N:5]2. (4) Given the reactants C(OC(=O)[NH:7][C@@H:8]([CH2:35][C:36]1[CH:41]=[CH:40][C:39]([C:42]([F:45])([F:44])[F:43])=[CH:38][CH:37]=1)[CH2:9][N:10]([C:18]1[S:19][C:20]([C:25]2[CH:26]=[C:27]3[C:32](=[CH:33][CH:34]=2)[CH:31]=[N:30][CH:29]=[CH:28]3)=[C:21](C=O)[N:22]=1)C(OC(C)(C)C)=O)(C)(C)C.S1C=[C:50]([CH:52]=[O:53])[N:49]=[CH:48]1.CO.C[O-].[Na+].C1(C)C=CC(S(C[N+]#[C-])(=O)=O)=CC=1.C(Cl)Cl.C(O)(C(F)(F)F)=O, predict the reaction product. The product is: [NH2:7][C@@H:8]([CH2:35][C:36]1[CH:41]=[CH:40][C:39]([C:42]([F:44])([F:43])[F:45])=[CH:38][CH:37]=1)[CH2:9][NH:10][C:18]1[S:19][C:20]([C:25]2[CH:34]=[C:33]3[C:32](=[CH:27][CH:26]=2)[CH:31]=[N:30][CH:29]=[CH:28]3)=[C:21]([C:52]2[O:53][CH:48]=[N:49][CH:50]=2)[N:22]=1. (5) Given the reactants [F:1][C:2]1[C:3]([C:10]([F:13])([F:12])[F:11])=[CH:4][C:5](I)=[C:6]([CH:8]=1)[NH2:7].[C:14]([Si:16]([CH3:19])([CH3:18])[CH3:17])#[CH:15], predict the reaction product. The product is: [F:1][C:2]1[C:3]([C:10]([F:13])([F:12])[F:11])=[CH:4][CH:5]=[C:6]([NH:7][C:15]#[C:14][Si:16]([CH3:19])([CH3:18])[CH3:17])[CH:8]=1. (6) Given the reactants [CH:1]([C:3]1[NH:7][C:6]([C:8]([OH:10])=O)=[CH:5][C:4]=1[CH3:11])=[O:2].Cl.CN(C)CCCN=C=N.ON1C2C=CC=CC=2N=N1.[CH2:32]([N:34]([CH2:37][CH2:38][NH2:39])[CH2:35][CH3:36])[CH3:33], predict the reaction product. The product is: [CH2:32]([N:34]([CH2:35][CH3:36])[CH2:37][CH2:38][NH:39][C:8]([C:6]1[NH:7][C:3]([CH:1]=[O:2])=[C:4]([CH3:11])[CH:5]=1)=[O:10])[CH3:33].